Dataset: NCI-60 drug combinations with 297,098 pairs across 59 cell lines. Task: Regression. Given two drug SMILES strings and cell line genomic features, predict the synergy score measuring deviation from expected non-interaction effect. (1) Drug 2: CC1CCCC2(C(O2)CC(NC(=O)CC(C(C(=O)C(C1O)C)(C)C)O)C(=CC3=CSC(=N3)C)C)C. Drug 1: CC1C(C(CC(O1)OC2CC(OC(C2O)C)OC3=CC4=CC5=C(C(=O)C(C(C5)C(C(=O)C(C(C)O)O)OC)OC6CC(C(C(O6)C)O)OC7CC(C(C(O7)C)O)OC8CC(C(C(O8)C)O)(C)O)C(=C4C(=C3C)O)O)O)O. Synergy scores: CSS=70.5, Synergy_ZIP=5.16, Synergy_Bliss=4.53, Synergy_Loewe=5.65, Synergy_HSA=7.58. Cell line: HOP-62. (2) Drug 1: CN1C(=O)N2C=NC(=C2N=N1)C(=O)N. Drug 2: CCCCCOC(=O)NC1=NC(=O)N(C=C1F)C2C(C(C(O2)C)O)O. Cell line: RPMI-8226. Synergy scores: CSS=26.6, Synergy_ZIP=-6.47, Synergy_Bliss=-0.925, Synergy_Loewe=10.9, Synergy_HSA=4.04. (3) Drug 1: CC12CCC(CC1=CCC3C2CCC4(C3CC=C4C5=CN=CC=C5)C)O. Drug 2: C(=O)(N)NO. Cell line: RXF 393. Synergy scores: CSS=11.6, Synergy_ZIP=-5.88, Synergy_Bliss=-6.29, Synergy_Loewe=-3.28, Synergy_HSA=-3.18. (4) Drug 1: CC(C1=C(C=CC(=C1Cl)F)Cl)OC2=C(N=CC(=C2)C3=CN(N=C3)C4CCNCC4)N. Drug 2: C1CC(=O)NC(=O)C1N2C(=O)C3=CC=CC=C3C2=O. Cell line: COLO 205. Synergy scores: CSS=9.15, Synergy_ZIP=1.42, Synergy_Bliss=4.25, Synergy_Loewe=-6.11, Synergy_HSA=0.757.